Dataset: Peptide-MHC class I binding affinity with 185,985 pairs from IEDB/IMGT. Task: Regression. Given a peptide amino acid sequence and an MHC pseudo amino acid sequence, predict their binding affinity value. This is MHC class I binding data. (1) The peptide sequence is GEHWLGRIW. The MHC is HLA-B40:01 with pseudo-sequence HLA-B40:01. The binding affinity (normalized) is 0.376. (2) The peptide sequence is MVRVLTVIKEY. The MHC is HLA-B51:01 with pseudo-sequence HLA-B51:01. The binding affinity (normalized) is 0.0847. (3) The peptide sequence is SEGDDDGSR. The MHC is HLA-B08:01 with pseudo-sequence HLA-B08:01. The binding affinity (normalized) is 0.0847. (4) The peptide sequence is QNPIPVGNIY. The MHC is Mamu-A01 with pseudo-sequence Mamu-A01. The binding affinity (normalized) is 0.591. (5) The peptide sequence is ETRSFTTHF. The MHC is HLA-A02:11 with pseudo-sequence HLA-A02:11. The binding affinity (normalized) is 0.0847. (6) The peptide sequence is SPREECGVF. The MHC is HLA-A69:01 with pseudo-sequence HLA-A69:01. The binding affinity (normalized) is 0.0847. (7) The binding affinity (normalized) is 0. The peptide sequence is QVPLRPMTFK. The MHC is HLA-B35:01 with pseudo-sequence HLA-B35:01.